Dataset: Catalyst prediction with 721,799 reactions and 888 catalyst types from USPTO. Task: Predict which catalyst facilitates the given reaction. (1) Reactant: Cl.[CH3:2][O:3][C:4](=[O:27])[C@H:5]([CH2:7][C:8]1[CH:13]=[CH:12][C:11]([C:14]2[C:15](=[O:26])[N:16]([CH3:25])[C:17]([CH3:24])=[CH:18][C:19]=2[C:20]([F:23])([F:22])[F:21])=[CH:10][CH:9]=1)[NH2:6].CCN([CH:34]([CH3:36])[CH3:35])C(C)C. Product: [CH3:2][O:3][C:4](=[O:27])[C@H:5]([CH2:7][C:8]1[CH:9]=[CH:10][C:11]([C:14]2[C:15](=[O:26])[N:16]([CH3:25])[C:17]([CH3:24])=[CH:18][C:19]=2[C:20]([F:21])([F:22])[F:23])=[CH:12][CH:13]=1)[NH:6][C:15]([C:14]1[C:11]([CH3:12])=[CH:10][CH:9]=[CH:8][C:36]=1[CH2:34][CH3:35])=[O:26]. The catalyst class is: 4. (2) Reactant: [Cl:1][C:2]1[C:3]([I:11])=[C:4](CC#N)[CH:5]=[CH:6][CH:7]=1.[OH:12]S(O)(=O)=O.[O:17]1[CH2:22][CH2:21]OCC1. Product: [Cl:1][C:2]1[C:3]([I:11])=[C:4]([CH2:21][C:22]([OH:17])=[O:12])[CH:5]=[CH:6][CH:7]=1. The catalyst class is: 6.